Dataset: Peptide-MHC class II binding affinity with 134,281 pairs from IEDB. Task: Regression. Given a peptide amino acid sequence and an MHC pseudo amino acid sequence, predict their binding affinity value. This is MHC class II binding data. (1) The peptide sequence is NRQILDNAAKYVEHD. The MHC is DRB1_0405 with pseudo-sequence DRB1_0405. The binding affinity (normalized) is 0.0119. (2) The peptide sequence is DVKFPGGGQILGGVY. The MHC is HLA-DQA10501-DQB10301 with pseudo-sequence HLA-DQA10501-DQB10301. The binding affinity (normalized) is 0.695.